From a dataset of Full USPTO retrosynthesis dataset with 1.9M reactions from patents (1976-2016). Predict the reactants needed to synthesize the given product. (1) Given the product [CH:8]1([CH2:11][N:12]2[CH:17]=[C:16]([OH:18])[C:15](=[O:20])[C:14]([C:21]3[N:25]([C:26]4[CH:31]=[CH:30][CH:29]=[CH:28][CH:27]=4)[N:24]=[CH:23][CH:22]=3)=[N:13]2)[CH2:9][CH2:10]1, predict the reactants needed to synthesize it. The reactants are: [I-].[Na+].Cl[Si](C)(C)C.[CH:8]1([CH2:11][N:12]2[CH:17]=[C:16]([O:18]C)[C:15](=[O:20])[C:14]([C:21]3[N:25]([C:26]4[CH:31]=[CH:30][CH:29]=[CH:28][CH:27]=4)[N:24]=[CH:23][CH:22]=3)=[N:13]2)[CH2:10][CH2:9]1.O. (2) The reactants are: Cl.[NH2:2][C@H:3]1[CH2:8][CH2:7][C@H:6]([NH:9][C:10]([C:12]2[C:16]3[N:17]=[CH:18][N:19]=[C:20]([C:21]4[CH:26]=[C:25]([O:27][CH3:28])[C:24]([F:29])=[CH:23][C:22]=4[O:30][CH2:31][CH:32]4[CH2:34][CH2:33]4)[C:15]=3[NH:14][C:13]=2[CH3:35])=[O:11])[CH2:5][CH2:4]1.C([O:39][C@@H:40]([CH3:44])[C:41](Cl)=[O:42])(=O)C. Given the product [CH:32]1([CH2:31][O:30][C:22]2[CH:23]=[C:24]([F:29])[C:25]([O:27][CH3:28])=[CH:26][C:21]=2[C:20]2[C:15]3[NH:14][C:13]([CH3:35])=[C:12]([C:10]([NH:9][C@H:6]4[CH2:7][CH2:8][C@H:3]([NH:2][C:41](=[O:42])[C@@H:40]([OH:39])[CH3:44])[CH2:4][CH2:5]4)=[O:11])[C:16]=3[N:17]=[CH:18][N:19]=2)[CH2:34][CH2:33]1, predict the reactants needed to synthesize it. (3) Given the product [C:3]1([C:9]2[C:17]([C:18]([OH:20])=[O:19])=[C:12]3[CH:13]=[CH:14][CH:15]=[CH:16][N:11]3[N:10]=2)[CH:4]=[CH:5][CH:6]=[CH:7][CH:8]=1, predict the reactants needed to synthesize it. The reactants are: [OH-].[K+].[C:3]1([C:9]2[C:17]([C:18]([O:20]C)=[O:19])=[C:12]3[CH:13]=[CH:14][CH:15]=[CH:16][N:11]3[N:10]=2)[CH:8]=[CH:7][CH:6]=[CH:5][CH:4]=1.Cl.